Dataset: Catalyst prediction with 721,799 reactions and 888 catalyst types from USPTO. Task: Predict which catalyst facilitates the given reaction. (1) Reactant: [Cl:1][C:2]1[CH:7]=[C:6]([Cl:8])[N:5]=[C:4]([N:9]2[CH2:14][CH2:13][O:12][CH2:11][CH2:10]2)[CH:3]=1.[N+:15]([O-])([O-:17])=[O:16].[K+].[OH-].[Na+]. Product: [Cl:1][C:2]1[C:7]([N+:15]([O-:17])=[O:16])=[C:6]([Cl:8])[N:5]=[C:4]([N:9]2[CH2:10][CH2:11][O:12][CH2:13][CH2:14]2)[CH:3]=1. The catalyst class is: 65. (2) Reactant: [Cl:1][C:2]1[CH:7]=[CH:6][C:5]([C:8]2[CH:9]=[N:10][CH:11]=[C:12]3[C:17]=2[N:16]=[C:15]([C:18]([OH:20])=O)[CH:14]=[CH:13]3)=[CH:4][CH:3]=1.C(N(CC)C(C)C)(C)C.F[P-](F)(F)(F)(F)F.N1(OC(N(C)C)=[N+](C)C)C2N=CC=CC=2N=N1.[NH:54]1[CH2:58][CH2:57][CH:56]([OH:59])[CH2:55]1. Product: [Cl:1][C:2]1[CH:3]=[CH:4][C:5]([C:8]2[CH:9]=[N:10][CH:11]=[C:12]3[C:17]=2[N:16]=[C:15]([C:18]([N:54]2[CH2:58][CH2:57][CH:56]([OH:59])[CH2:55]2)=[O:20])[CH:14]=[CH:13]3)=[CH:6][CH:7]=1. The catalyst class is: 9. (3) Reactant: Cl[CH2:2][CH2:3][CH2:4][N:5]1[C:14]2[C:9](=[C:10]([CH3:15])[CH:11]=[CH:12][CH:13]=2)[CH2:8][CH2:7][C:6]1=[O:16].[CH2:17]([CH:21]1[CH2:26][CH2:25][NH:24][CH2:23][CH2:22]1)[CH2:18][CH2:19][CH3:20].C([O-])([O-])=O.[K+].[K+]. Product: [CH2:17]([CH:21]1[CH2:26][CH2:25][N:24]([CH2:2][CH2:3][CH2:4][N:5]2[C:14]3[C:9](=[C:10]([CH3:15])[CH:11]=[CH:12][CH:13]=3)[CH2:8][CH2:7][C:6]2=[O:16])[CH2:23][CH2:22]1)[CH2:18][CH2:19][CH3:20]. The catalyst class is: 23.